From a dataset of Forward reaction prediction with 1.9M reactions from USPTO patents (1976-2016). Predict the product of the given reaction. (1) Given the reactants [Br:1][C:2]1[CH:7]=[CH:6][N:5]=[C:4]([NH2:8])[CH:3]=1.[N:9]([CH2:12][CH3:13])=[C:10]=[O:11], predict the reaction product. The product is: [Br:1][C:2]1[CH:7]=[CH:6][N:5]=[C:4]([NH:8][C:10]([NH:9][CH2:12][CH3:13])=[O:11])[CH:3]=1. (2) Given the reactants [CH2:1]([N:8]1[CH2:17][CH2:16][C:15]2[C:14](Cl)=[N:13][CH:12]=[N:11][C:10]=2[CH2:9]1)[C:2]1[CH:7]=[CH:6][CH:5]=[CH:4][CH:3]=1.[F:19][C:20]([F:29])([F:28])[C:21]1[CH:26]=[CH:25][C:24]([NH2:27])=[CH:23][CH:22]=1, predict the reaction product. The product is: [CH2:1]([N:8]1[CH2:17][CH2:16][C:15]2[C:14]([NH:27][C:24]3[CH:25]=[CH:26][C:21]([C:20]([F:19])([F:28])[F:29])=[CH:22][CH:23]=3)=[N:13][CH:12]=[N:11][C:10]=2[CH2:9]1)[C:2]1[CH:7]=[CH:6][CH:5]=[CH:4][CH:3]=1. (3) Given the reactants [C:1]([O:5][CH2:6][CH3:7])(=[O:4])[CH:2]=[CH2:3].B(F)(F)F.CCOCC.[CH:17]1[CH2:21][CH:20]=[CH:19][CH:18]=1.C1C2C3C=CC(C2C=C1)C3.S(=O)(=O)(O)O, predict the reaction product. The product is: [CH3:3][CH:2]([C:1]([O:5][CH2:6][CH3:7])=[O:4])[CH2:20][CH2:21][CH:17]=[CH:18][CH3:19]. (4) Given the reactants [F:1][C:2]1[CH:7]=[C:6]([S:8]([CH3:11])(=[O:10])=[O:9])[CH:5]=[CH:4][C:3]=1[N:12]1[C:16]2=[N:17][CH:18]=[N:19][C:20]([O:21][CH:22]3[CH2:27][CH2:26][NH:25][CH2:24][CH2:23]3)=[C:15]2[CH:14]=[N:13]1.C(N(CC)CC)C.[CH2:35]([O:37][C:38]1[CH:46]=[CH:45][C:41]([C:42](Cl)=[O:43])=[CH:40][CH:39]=1)[CH3:36], predict the reaction product. The product is: [CH2:35]([O:37][C:38]1[CH:46]=[CH:45][C:41]([C:42]([N:25]2[CH2:24][CH2:23][CH:22]([O:21][C:20]3[N:19]=[CH:18][N:17]=[C:16]4[N:12]([C:3]5[CH:4]=[CH:5][C:6]([S:8]([CH3:11])(=[O:9])=[O:10])=[CH:7][C:2]=5[F:1])[N:13]=[CH:14][C:15]=34)[CH2:27][CH2:26]2)=[O:43])=[CH:40][CH:39]=1)[CH3:36]. (5) The product is: [CH2:1]([O:3][C:4]([CH:5]1[C:6](=[O:7])[NH:19][C:13]2[CH:14]=[C:15]([Cl:18])[CH:16]=[CH:17][C:12]=2[O:11]1)=[O:22])[CH3:2]. Given the reactants [CH2:1]([O:3][C:4](=[O:22])[CH:5]([O:11][C:12]1[CH:17]=[CH:16][C:15]([Cl:18])=[CH:14][C:13]=1[N+:19]([O-])=O)[C:6](OCC)=[O:7])[CH3:2].[O-]S(S([O-])=O)=O.[Na+].[Na+].O, predict the reaction product. (6) Given the reactants S(=O)(=O)(O)O.[NH2:6][C:7]1[CH:8]=[N:9][N:10]([CH3:13])[C:11]=1[NH2:12].[OH-].[Na+].O1CCOCC1.Cl[C:23]([O:25][C:26]1[CH:31]=[CH:30][CH:29]=[CH:28][CH:27]=1)=[O:24], predict the reaction product. The product is: [NH2:12][C:11]1[N:10]([CH3:13])[N:9]=[CH:8][C:7]=1[NH:6][C:23]([O:25][C:26]1[CH:31]=[CH:30][CH:29]=[CH:28][CH:27]=1)=[O:24].